Predict the product of the given reaction. From a dataset of Forward reaction prediction with 1.9M reactions from USPTO patents (1976-2016). (1) Given the reactants Cl[C:2]1[C:7]([C:8]#[N:9])=[CH:6][N:5]=[CH:4][CH:3]=1.[CH3:10][O:11][C:12]1[CH:19]=[CH:18][C:15]([CH2:16][NH2:17])=[CH:14][CH:13]=1.C(=O)([O-])[O-].[K+].[K+], predict the reaction product. The product is: [CH3:10][O:11][C:12]1[CH:19]=[CH:18][C:15]([CH2:16][NH:17][C:2]2[C:7]([C:8]#[N:9])=[CH:6][N:5]=[CH:4][CH:3]=2)=[CH:14][CH:13]=1. (2) Given the reactants [CH3:1][N:2]1[CH2:7][CH2:6][N:5]([C:8]2[CH:9]=[CH:10][C:11]([NH2:14])=[N:12][CH:13]=2)[CH2:4][CH2:3]1.Br[C:16]1[C:17](=[O:24])[N:18]([CH3:23])[CH:19]=[C:20]([Br:22])[CH:21]=1.C1(P(C2C=CC=CC=2)C2C3OC4C(=CC=CC=4P(C4C=CC=CC=4)C4C=CC=CC=4)C(C)(C)C=3C=CC=2)C=CC=CC=1.C(=O)([O-])[O-].[Cs+].[Cs+], predict the reaction product. The product is: [Br:22][C:20]1[CH:21]=[C:16]([NH:14][C:11]2[CH:10]=[CH:9][C:8]([N:5]3[CH2:6][CH2:7][N:2]([CH3:1])[CH2:3][CH2:4]3)=[CH:13][N:12]=2)[C:17](=[O:24])[N:18]([CH3:23])[CH:19]=1. (3) Given the reactants C1(P(C2C=CC=CC=2)CCCP(C2C=CC=CC=2)C2C=CC=CC=2)C=CC=CC=1.Br[C:31]1[N:36]=[C:35]2[N:37]=[C:38]([CH3:40])[NH:39][C:34]2=[CH:33][CH:32]=1.CN(C)[CH:43]=[O:44].[CH3:46][OH:47], predict the reaction product. The product is: [CH3:40][C:38]1[NH:39][C:34]2[C:35]([N:37]=1)=[N:36][C:31]([C:46]([O:44][CH3:43])=[O:47])=[CH:32][CH:33]=2.